This data is from Forward reaction prediction with 1.9M reactions from USPTO patents (1976-2016). The task is: Predict the product of the given reaction. (1) Given the reactants [C:1]([N:4]1[C:13]2[C:8](=[CH:9][C:10](Br)=[CH:11][CH:12]=2)[C@H:7]([NH:15]C(=O)OCC2C=CC=CC=2)[C@@H:6]([CH3:26])[C@@H:5]1[CH:27]1[CH2:29][CH2:28]1)(=[O:3])[CH3:2].C([O-])=O.[NH4+].C(O)C, predict the reaction product. The product is: [NH2:15][C@H:7]1[C:8]2[C:13](=[CH:12][CH:11]=[CH:10][CH:9]=2)[N:4]([C:1](=[O:3])[CH3:2])[C@@H:5]([CH:27]2[CH2:29][CH2:28]2)[C@@H:6]1[CH3:26]. (2) Given the reactants [S:1]1[CH:5]=[CH:4][C:3]2[CH:6]=[C:7]([CH:10]=[O:11])[CH:8]=[CH:9][C:2]1=2.[Br:12]Br.O, predict the reaction product. The product is: [Br:12][C:4]1[C:3]2[CH:6]=[C:7]([CH:10]=[O:11])[CH:8]=[CH:9][C:2]=2[S:1][CH:5]=1. (3) Given the reactants [CH3:1][O:2][C:3]([C:5]1[CH:14]=[CH:13][C:12]2[C:7](=[CH:8][CH:9]=[C:10]([OH:15])[CH:11]=2)[CH:6]=1)=[O:4].[N:16]1([CH2:22][CH2:23][CH2:24]O)[CH2:21][CH2:20][CH2:19][CH2:18][CH2:17]1.N(C(N1CCCCC1)=O)=NC(N1CCCCC1)=O.C(P(CCCC)CCCC)CCC, predict the reaction product. The product is: [CH3:1][O:2][C:3]([C:5]1[CH:14]=[CH:13][C:12]2[C:7](=[CH:8][CH:9]=[C:10]([O:15][CH2:24][CH2:23][CH2:22][N:16]3[CH2:21][CH2:20][CH2:19][CH2:18][CH2:17]3)[CH:11]=2)[CH:6]=1)=[O:4]. (4) Given the reactants [Br:1][C:2]1[C:3]([CH:10]=[N:11][S@:12]([C:14]([CH3:17])([CH3:16])[CH3:15])=[O:13])=[N:4][C:5]([S:8][CH3:9])=[N:6][CH:7]=1.[F:18][C:19]1[CH:20]=[C:21]([CH:25]=[C:26]([F:28])[CH:27]=1)[CH2:22][Mg]Br.[NH4+].[Cl-], predict the reaction product. The product is: [Br:1][C:2]1[C:3]([C@H:10]([NH:11][S@:12]([C:14]([CH3:17])([CH3:16])[CH3:15])=[O:13])[CH2:22][C:21]2[CH:20]=[C:19]([F:18])[CH:27]=[C:26]([F:28])[CH:25]=2)=[N:4][C:5]([S:8][CH3:9])=[N:6][CH:7]=1.[Br:1][C:2]1[C:3]([C@@H:10]([NH:11][S@:12]([C:14]([CH3:17])([CH3:16])[CH3:15])=[O:13])[CH2:22][C:21]2[CH:20]=[C:19]([F:18])[CH:27]=[C:26]([F:28])[CH:25]=2)=[N:4][C:5]([S:8][CH3:9])=[N:6][CH:7]=1. (5) Given the reactants [NH2:1][C:2]1[N:6]([C:7]2[C:12]([Cl:13])=[CH:11][C:10]([C:14]([F:17])([F:16])[F:15])=[CH:9][C:8]=2[Cl:18])[N:5]=[C:4]([C:19]#[N:20])[C:3]=1[S:21][C:22]([F:25])([F:24])[F:23].C(N(CC)CC)C.CCCCCCC.[C:40]([O:43][CH2:44][CH3:45])(=[O:42])[CH3:41].[O:46]1CCCC1, predict the reaction product. The product is: [Cl:18][C:8]1[CH:9]=[C:10]([C:14]([F:15])([F:16])[F:17])[CH:11]=[C:12]([Cl:13])[C:7]=1[N:6]1[C:2]([NH:1][C:41]([C:40]([O:43][CH2:44][CH3:45])=[O:42])=[O:46])=[C:3]([S:21][C:22]([F:25])([F:24])[F:23])[C:4]([C:19]#[N:20])=[N:5]1.